The task is: Predict the reactants needed to synthesize the given product.. This data is from Full USPTO retrosynthesis dataset with 1.9M reactions from patents (1976-2016). (1) Given the product [Cl:8][C:9]1[CH:14]=[CH:13][CH:12]=[CH:11][C:10]=1[N:15]1[CH:19]([C:20]2[CH:21]=[CH:22][C:23]([C:26]3[CH2:27][CH2:28][N:29]([S:47]([CH3:46])(=[O:49])=[O:48])[CH2:30][CH:31]=3)=[CH:24][CH:25]=2)[CH2:18][C:17]([C:32]([F:38])([F:37])[C:33]([F:34])([F:35])[F:36])=[N:16]1, predict the reactants needed to synthesize it. The reactants are: FC(F)(F)C(O)=O.[Cl:8][C:9]1[CH:14]=[CH:13][CH:12]=[CH:11][C:10]=1[N:15]1[CH:19]([C:20]2[CH:25]=[CH:24][C:23]([C:26]3[CH2:27][CH2:28][NH:29][CH2:30][CH:31]=3)=[CH:22][CH:21]=2)[CH2:18][C:17]([C:32]([F:38])([F:37])[C:33]([F:36])([F:35])[F:34])=[N:16]1.C(N(CC)CC)C.[CH3:46][S:47](Cl)(=[O:49])=[O:48].O. (2) Given the product [F:1][C:2]1[CH:3]=[CH:4][C:5]([C@@H:8]([NH:10][C:11]2[N:12]=[C:13]([NH:17][C:18]3[C:19](=[O:24])[NH:20][CH:21]=[CH:22][CH:23]=3)[CH:14]=[N:15][CH:16]=2)[CH3:9])=[N:6][CH:7]=1, predict the reactants needed to synthesize it. The reactants are: [F:1][C:2]1[CH:3]=[CH:4][C:5]([C@@H:8]([NH:10][C:11]2[CH:16]=[N:15][CH:14]=[C:13]([NH:17][C:18]3[C:19]([O:24]C)=[N:20][CH:21]=[CH:22][CH:23]=3)[N:12]=2)[CH3:9])=[N:6][CH:7]=1.